From a dataset of Full USPTO retrosynthesis dataset with 1.9M reactions from patents (1976-2016). Predict the reactants needed to synthesize the given product. (1) Given the product [Cl:20][C:21]1[CH:22]=[C:23]2[C:24]([C:31]([OH:32])=[C:30]([C:36]([O:38][CH2:39][CH3:40])=[O:37])[C:28](=[O:29])[C:27]2([CH2:41][CH3:42])[CH3:43])=[CH:25][CH:26]=1, predict the reactants needed to synthesize it. The reactants are: OS(O)(=O)=O.O=P12OP3(OP(OP(O3)(O1)=O)(=O)O2)=O.[Cl:20][C:21]1[CH:22]=[C:23]([C:27]([CH3:43])([CH2:41][CH3:42])[C:28]([CH:30]([C:36]([O:38][CH2:39][CH3:40])=[O:37])[C:31](OCC)=[O:32])=[O:29])[CH:24]=[CH:25][CH:26]=1. (2) Given the product [ClH:70].[ClH:70].[O:21]1[C:25]2[CH:26]=[CH:27][CH:28]=[CH:29][C:24]=2[N:23]=[C:22]1[S:30][CH2:31][CH2:32][N:33]1[CH2:34][CH2:35][N:36]([CH2:39][C:40]([NH:42][C:43]2[C:44]([S:54][CH:55]([CH3:57])[CH3:56])=[N:45][C:46]([CH3:53])=[CH:47][C:48]=2[S:49][CH:50]([CH3:52])[CH3:51])=[O:41])[CH2:37][CH2:38]1, predict the reactants needed to synthesize it. The reactants are: C(SC1C(NC(=O)CBr)=C(SC(C)C)C=C(C)N=1)(C)C.[O:21]1[C:25]2[CH:26]=[CH:27][CH:28]=[CH:29][C:24]=2[N:23]=[C:22]1[S:30][CH2:31][CH2:32][N:33]1[CH2:38][CH2:37][N:36]([CH2:39][C:40]([NH:42][C:43]2[C:44]([S:54][CH:55]([CH3:57])[CH3:56])=[N:45][C:46]([CH3:53])=[CH:47][C:48]=2[S:49][CH:50]([CH3:52])[CH3:51])=[O:41])[CH2:35][CH2:34]1.C1(N)C(F)=C(F)C(F)=C(N)C=1F.[ClH:70].Cl. (3) Given the product [CH:1]1([CH2:7][CH2:8][CH2:9][C@@H:10]([C:19]2[O:23][N:22]=[C:21]([CH2:24][S:25]([CH2:28][CH2:29][CH3:30])(=[O:27])=[O:26])[N:20]=2)[CH2:11][C:12]([OH:14])=[O:13])[CH2:6][CH2:5][CH2:4][CH2:3][CH2:2]1, predict the reactants needed to synthesize it. The reactants are: [CH:1]1([CH2:7][CH2:8][CH2:9][C@@H:10]([C:19]2[O:23][N:22]=[C:21]([CH2:24][S:25]([CH2:28][CH2:29][CH3:30])(=[O:27])=[O:26])[N:20]=2)[CH2:11][C:12]([O:14]C(C)(C)C)=[O:13])[CH2:6][CH2:5][CH2:4][CH2:3][CH2:2]1. (4) Given the product [C:1]([NH:4][C:5]1[C:6](=[CH:10][CH:11]=[CH:12][CH:13]=1)[C:7]([Cl:17])=[O:8])(=[O:3])[CH3:2], predict the reactants needed to synthesize it. The reactants are: [C:1]([NH:4][C:5]1[C:6](=[CH:10][CH:11]=[CH:12][CH:13]=1)[C:7](O)=[O:8])(=[O:3])[CH3:2].C(Cl)(=O)C([Cl:17])=O. (5) Given the product [N+:18]([C:14]1[C:13]2[O:21][CH2:8][C:9](=[O:10])[NH:11][C:12]=2[CH:17]=[CH:16][CH:15]=1)([O-:20])=[O:19], predict the reactants needed to synthesize it. The reactants are: C(=O)([O-])[O-].[K+].[K+].Cl[CH2:8][C:9]([NH:11][C:12]1[CH:17]=[CH:16][CH:15]=[C:14]([N+:18]([O-:20])=[O:19])[C:13]=1[OH:21])=[O:10].